Predict the product of the given reaction. From a dataset of Forward reaction prediction with 1.9M reactions from USPTO patents (1976-2016). Given the reactants [F:8][C:7]([F:10])([F:9])[C:6](O[C:6](=[O:11])[C:7]([F:10])([F:9])[F:8])=[O:11].Cl.[O:15]1[C:20]2=[CH:21][CH:22]=[CH:23][C:19]2=[CH:18][CH:17]=[C:16]1N1CCCCC1.C([N:32]([CH2:35][CH3:36])[CH2:33][CH3:34])C.Cl[CH2:38]Cl, predict the reaction product. The product is: [O:15]1[C:20]2=[CH:21][CH:22]=[CH:23][C:19]2=[CH:18][CH:17]=[C:16]1[CH:35]1[CH2:36][CH2:38][CH2:34][CH2:33][N:32]1[C:6](=[O:11])[C:7]([F:8])([F:9])[F:10].